Dataset: Reaction yield outcomes from USPTO patents with 853,638 reactions. Task: Predict the reaction yield, written as a fraction of the theoretical maximum amount of product (1.0 means a 100% yield; for example, 0.34 means a 34% yield). (1) The reactants are Br[C:2]1[CH:3]=[C:4]([C:9]([F:12])([F:11])[F:10])[C:5]([NH2:8])=[N:6][CH:7]=1.[F:13][C:14]([F:25])([F:24])[C:15]1[CH:20]=[CH:19][C:18](B(O)O)=[CH:17][CH:16]=1.C([O-])([O-])=O.[Na+].[Na+].C(O)(=O)CC(CC(O)=O)(C(O)=O)O. The catalyst is COCCOC.C1C=CC([P]([Pd]([P](C2C=CC=CC=2)(C2C=CC=CC=2)C2C=CC=CC=2)([P](C2C=CC=CC=2)(C2C=CC=CC=2)C2C=CC=CC=2)[P](C2C=CC=CC=2)(C2C=CC=CC=2)C2C=CC=CC=2)(C2C=CC=CC=2)C2C=CC=CC=2)=CC=1. The product is [F:10][C:9]([F:12])([F:11])[C:4]1[C:5]([NH2:8])=[N:6][CH:7]=[C:2]([C:18]2[CH:19]=[CH:20][C:15]([C:14]([F:25])([F:24])[F:13])=[CH:16][CH:17]=2)[CH:3]=1. The yield is 0.870. (2) The product is [O:50]=[C:47]1[C:48]2[C:44](=[CH:43][CH:42]=[C:41]([C:38]3[CH:37]=[CH:36][C:35]([NH:34][C:66](=[O:67])[C:65]4[CH:69]=[CH:70][C:62]([C:61]([F:60])([F:71])[F:72])=[CH:63][CH:64]=4)=[CH:40][CH:39]=3)[CH:49]=2)[CH2:45][N:46]1[C@@H:51]1[CH2:55][CH2:54][CH2:53][C@@H:52]1[C:56]([O:58][CH3:59])=[O:57]. The reactants are C(NC1C=CC(C2C=C3C(CN([C@@H](C(C)C)C(OC)=O)C3=O)=CC=2)=CC=1)(=O)C1C=CC=CC=1.[NH2:34][C:35]1[CH:40]=[CH:39][C:38]([C:41]2[CH:49]=[C:48]3[C:44]([CH2:45][N:46]([C@@H:51]4[CH2:55][CH2:54][CH2:53][C@@H:52]4[C:56]([O:58][CH3:59])=[O:57])[C:47]3=[O:50])=[CH:43][CH:42]=2)=[CH:37][CH:36]=1.[F:60][C:61]([F:72])([F:71])[C:62]1[CH:70]=[CH:69][C:65]([C:66](Cl)=[O:67])=[CH:64][CH:63]=1. No catalyst specified. The yield is 0.860. (3) The reactants are C[O:2][C:3]([C@H:5]1[CH2:10][CH2:9][C@H:8]([CH2:11][N:12]([CH3:32])[C:13]2[S:14][C:15]([C:18]3[CH:23]=[CH:22][CH:21]=[C:20]([NH:24][C:25]4[CH:30]=[C:29]([CH3:31])[CH:28]=[CH:27][N:26]=4)[N:19]=3)=[CH:16][N:17]=2)[CH2:7][CH2:6]1)=[O:4].[OH-].[Na+].Cl.C(Cl)(Cl)Cl.C(OCC)C. The catalyst is CO.O1CCCC1. The product is [CH3:32][N:12]([CH2:11][C@H:8]1[CH2:9][CH2:10][C@H:5]([C:3]([OH:4])=[O:2])[CH2:6][CH2:7]1)[C:13]1[S:14][C:15]([C:18]2[CH:23]=[CH:22][CH:21]=[C:20]([NH:24][C:25]3[CH:30]=[C:29]([CH3:31])[CH:28]=[CH:27][N:26]=3)[N:19]=2)=[CH:16][N:17]=1. The yield is 0.900. (4) The reactants are C([O:8][C:9]1[N:10]=[N:11][C:12]([C:23]#[C:24][CH:25]2[CH2:27][CH2:26]2)=[CH:13][C:14]=1[O:15]CC1C=CC=CC=1)C1C=CC=CC=1. The catalyst is C(O)C. The product is [CH:25]1([CH2:24][CH2:23][C:12]2[CH:13]=[C:14]([OH:15])[C:9](=[O:8])[NH:10][N:11]=2)[CH2:27][CH2:26]1. The yield is 0.140. (5) The reactants are C[O:2][C:3]([C:5]1[C:6]2[C:20]([CH3:21])=[N:19][NH:18][C:7]=2[N:8]=[C:9]([C:11]2[CH:16]=[CH:15][C:14]([OH:17])=[CH:13][CH:12]=2)[CH:10]=1)=[O:4].[OH-:22].[Na+].Cl. The catalyst is C(O)(C)C. The product is [OH:17][C:14]1[CH:15]=[CH:16][C:11]([C:9]2[CH:10]=[C:5]([C:3]([OH:2])=[O:4])[C:6]3[C:20]([CH3:21])=[N:19][N:18]([CH:7]4[CH2:6][CH2:5][CH2:10][CH2:9][O:22]4)[C:7]=3[N:8]=2)=[CH:12][CH:13]=1. The yield is 0.970.